From a dataset of Forward reaction prediction with 1.9M reactions from USPTO patents (1976-2016). Predict the product of the given reaction. (1) Given the reactants [Br:1][C:2]1[C:9]([CH3:10])=[CH:8][C:5]([C:6]#[N:7])=[C:4]([F:11])[CH:3]=1.CC(N=NC(C#N)(C)C)([C:15]#[N:16])C.C1C(=O)N(Br)C(=O)C1.C[Si](C#N)(C)C.CCCC[N+](CCCC)(CCCC)CCCC.[F-], predict the reaction product. The product is: [Br:1][C:2]1[C:9]([CH2:10][C:15]#[N:16])=[CH:8][C:5]([C:6]#[N:7])=[C:4]([F:11])[CH:3]=1. (2) The product is: [CH2:1]([N:8]([CH2:26][C:27]1[CH:32]=[CH:31][CH:30]=[CH:29][CH:28]=1)[C:9]1[CH:14]=[CH:13][C:12]([C:15]2[CH:24]=[C:23]3[C:18]([CH:19]=[CH:20][CH:21]=[N:22]3)=[C:17]([N:33]3[CH2:38][CH2:37][O:36][CH2:35][CH2:34]3)[N:16]=2)=[CH:11][CH:10]=1)[C:2]1[CH:7]=[CH:6][CH:5]=[CH:4][CH:3]=1. Given the reactants [CH2:1]([N:8]([CH2:26][C:27]1[CH:32]=[CH:31][CH:30]=[CH:29][CH:28]=1)[C:9]1[CH:14]=[CH:13][C:12]([C:15]2[CH:24]=[C:23]3[C:18]([CH:19]=[CH:20][CH:21]=[N:22]3)=[C:17](Cl)[N:16]=2)=[CH:11][CH:10]=1)[C:2]1[CH:7]=[CH:6][CH:5]=[CH:4][CH:3]=1.[NH:33]1[CH2:38][CH2:37][O:36][CH2:35][CH2:34]1, predict the reaction product. (3) Given the reactants [C:1]([NH:4][CH:5]([CH2:11][C:12]1[CH:17]=[CH:16][CH:15]=[C:14]([C:18]#[N:19])[CH:13]=1)[C:6]([O:8][CH2:9][CH3:10])=[O:7])(=[O:3])[CH3:2].C(=O)([O-])O.[NH4+], predict the reaction product. The product is: [C:1]([NH:4][C@H:5]([CH2:11][C:12]1[CH:17]=[CH:16][CH:15]=[C:14]([C:18]#[N:19])[CH:13]=1)[C:6]([O:8][CH2:9][CH3:10])=[O:7])(=[O:3])[CH3:2]. (4) Given the reactants [F:1][C:2]([F:18])([F:17])[C:3](=O)[CH:4]([CH3:15])[C:5]([C:7]1[CH:12]=[CH:11][C:10]([S:13][CH3:14])=[CH:9][CH:8]=1)=O.S(O)(O)(=O)=O.[CH3:24][S:25][C:26](=[NH:28])[NH2:27].C([O-])(=O)C.[Na+], predict the reaction product. The product is: [CH3:15][C:4]1[C:5]([C:7]2[CH:12]=[CH:11][C:10]([S:13][CH3:14])=[CH:9][CH:8]=2)=[N:27][C:26]([S:25][CH3:24])=[N:28][C:3]=1[C:2]([F:18])([F:17])[F:1]. (5) Given the reactants [Cl:1][C:2]1[N:6]([CH2:7][C:8]([O:10]CC)=[O:9])[N:5]=[C:4]([C:13]([F:16])([F:15])[F:14])[CH:3]=1.[OH-].[Na+].Cl, predict the reaction product. The product is: [Cl:1][C:2]1[N:6]([CH2:7][C:8]([OH:10])=[O:9])[N:5]=[C:4]([C:13]([F:16])([F:14])[F:15])[CH:3]=1.